Dataset: Catalyst prediction with 721,799 reactions and 888 catalyst types from USPTO. Task: Predict which catalyst facilitates the given reaction. (1) Reactant: [Br:1][C:2]1[C:3]([C:9]2[S:17][C:12]3=[CH:13][N:14]=[CH:15][CH:16]=[C:11]3[CH:10]=2)=[N:4][C:5](Cl)=[N:6][CH:7]=1.[NH2:18][CH2:19][CH2:20][N:21]1[C:25]([CH3:27])([CH3:26])[C:24](=[O:28])[NH:23][C:22]1=[O:29].C(N(C(C)C)CC)(C)C. Product: [Br:1][C:2]1[C:3]([C:9]2[S:17][C:12]3=[CH:13][N:14]=[CH:15][CH:16]=[C:11]3[CH:10]=2)=[N:4][C:5]([NH:18][CH2:19][CH2:20][N:21]2[C:25]([CH3:26])([CH3:27])[C:24](=[O:28])[NH:23][C:22]2=[O:29])=[N:6][CH:7]=1. The catalyst class is: 32. (2) Product: [Br:1][C:2]1[CH:7]=[C:6]2[C:5]([NH:13][CH2:11][CH2:10][N:8]2[CH3:9])=[CH:4][C:3]=1[C:14]([F:17])([F:16])[F:15]. Reactant: [Br:1][C:2]1[CH:7]=[C:6]([N:8]([CH2:10][CH2:11]Cl)[CH3:9])[C:5]([NH2:13])=[CH:4][C:3]=1[C:14]([F:17])([F:16])[F:15].[I-].[K+].C(=O)([O-])[O-].[K+].[K+].O. The catalyst class is: 3. (3) Reactant: [C:1]([CH:3]=[C:4]1[CH2:9][CH2:8][N:7]([C:10]2[CH:15]=[CH:14][C:13]([N:16]3[CH2:20][C@H:19]([CH2:21][NH:22][C:23](=[O:25])[CH3:24])[O:18][C:17]3=[O:26])=[CH:12][C:11]=2[F:27])[CH2:6][CH2:5]1)#[N:2].[CH2:28]([Li])CCC.CI.O.C(OCC)(=O)C. Product: [C:1]([CH:3]=[C:4]1[CH2:5][CH2:6][N:7]([C:10]2[CH:15]=[CH:14][C:13]([N:16]3[CH2:20][C@H:19]([CH2:21][N:22]([CH3:28])[C:23](=[O:25])[CH3:24])[O:18][C:17]3=[O:26])=[CH:12][C:11]=2[F:27])[CH2:8][CH2:9]1)#[N:2]. The catalyst class is: 7. (4) Reactant: [C:1]1([N:7]2[C:12](=[O:13])[C:11]3[S:14][CH:15]=[C:16]([C:17]4[CH:22]=[CH:21][CH:20]=[CH:19][CH:18]=4)[C:10]=3[N:9]=[CH:8]2)C=CC=[CH:3][CH:2]=1.NC1C(C2C=CC=CC=2[F:35])=CSC=1C(OC)=O.C(OCC)(OCC)OCC.C(N)C=C. Product: [CH2:1]([N:7]1[C:12](=[O:13])[C:11]2[S:14][CH:15]=[C:16]([C:17]3[CH:22]=[CH:21][CH:20]=[CH:19][C:18]=3[F:35])[C:10]=2[N:9]=[CH:8]1)[CH:2]=[CH2:3]. The catalyst class is: 15. (5) Reactant: [CH3:1][C:2]1[CH:16]=[C:15]([N+:17]([O-:19])=[O:18])[CH:14]=[CH:13][C:3]=1[NH:4][CH2:5][CH2:6][C:7]1[CH:12]=[CH:11][CH:10]=[CH:9][N:8]=1.[C:20](OC(=O)C)(=[O:22])C. Product: [CH3:1][C:2]1[CH:16]=[C:15]([N+:17]([O-:19])=[O:18])[CH:14]=[CH:13][C:3]=1[N:4]([CH2:5][CH2:6][C:7]1[CH:12]=[CH:11][CH:10]=[CH:9][N:8]=1)[CH:20]=[O:22]. The catalyst class is: 106. (6) The catalyst class is: 2. Product: [Br:1][C:2]1[CH:7]=[CH:6][N:5]([CH2:14][CH2:15][C:16]([CH3:18])([CH3:19])[CH3:17])[C:4](=[O:8])[CH:3]=1. Reactant: [Br:1][C:2]1[CH:7]=[CH:6][N:5]=[C:4]([OH:8])[CH:3]=1.[H-].[Na+].[Br-].[Li+].Br[CH2:14][CH2:15][CH:16]([CH3:18])[CH3:17].[CH3:19]N(C=O)C. (7) Product: [N:18]([C:17]1[CH:19]=[CH:20][C:14]([F:13])=[CH:15][CH:16]=1)=[N+:25]=[N-:26]. The catalyst class is: 6. Reactant: S(=O)(=O)(O)O.FC(F)(F)C(O)=O.[F:13][C:14]1[CH:20]=[CH:19][C:17]([NH2:18])=[CH:16][CH:15]=1.N([O-])=O.[Na+].[N-:25]=[N+:26]=[N-].[Na+]. (8) Reactant: [C:1]([C:3]1[C:12]2[C:7](=[CH:8][CH:9]=[C:10]([O:13][C:14]3[CH:19]=[CH:18][CH:17]=[CH:16][CH:15]=3)[CH:11]=2)[C:6]([OH:20])=[C:5]([C:21](OC)=[O:22])[N:4]=1)#[N:2].[NH2:25][C@H:26]1[CH2:31][CH2:30][CH2:29][CH2:28][C@H:27]1[C:32]([OH:34])=[O:33].C[O-].[Na+]. Product: [C:1]([C:3]1[C:12]2[C:7](=[CH:8][CH:9]=[C:10]([O:13][C:14]3[CH:15]=[CH:16][CH:17]=[CH:18][CH:19]=3)[CH:11]=2)[C:6]([OH:20])=[C:5]([C:21]([NH:25][C@H:26]2[CH2:31][CH2:30][CH2:29][CH2:28][C@H:27]2[C:32]([OH:34])=[O:33])=[O:22])[N:4]=1)#[N:2]. The catalyst class is: 141. (9) Reactant: [N:1]1[CH:6]=[CH:5][CH:4]=[C:3](B(O)O)[CH:2]=1.Br[C:11]1[CH:12]=[C:13]2[C:17](=[CH:18][CH:19]=1)[N:16]([S:20]([C:23]1[CH:28]=[CH:27][CH:26]=[CH:25][CH:24]=1)(=[O:22])=[O:21])[CH:15]=[C:14]2[C:29]1[CH2:30][CH2:31][N:32]([CH3:35])[CH2:33][CH:34]=1.C(O)CC.C([O-])([O-])=O.[Na+].[Na+]. Product: [CH3:35][N:32]1[CH2:33][CH:34]=[C:29]([C:14]2[C:13]3[C:17](=[CH:18][CH:19]=[C:11]([C:4]4[CH:5]=[CH:6][N:1]=[CH:2][CH:3]=4)[CH:12]=3)[N:16]([S:20]([C:23]3[CH:28]=[CH:27][CH:26]=[CH:25][CH:24]=3)(=[O:22])=[O:21])[CH:15]=2)[CH2:30][CH2:31]1. The catalyst class is: 257. (10) Reactant: [C:1]([C:4]1[CH:5]=[CH:6][C:7]2[O:12][CH2:11][C:10](=[O:13])[NH:9][C:8]=2[CH:14]=1)(=[O:3])[CH3:2].[CH:15](=O)[C:16]1[CH:21]=[CH:20][CH:19]=[CH:18][CH:17]=1.C[O-].[Na+]. Product: [C:16]1([CH:15]=[CH:2][C:1]([C:4]2[CH:5]=[CH:6][C:7]3[O:12][CH2:11][C:10](=[O:13])[NH:9][C:8]=3[CH:14]=2)=[O:3])[CH:21]=[CH:20][CH:19]=[CH:18][CH:17]=1. The catalyst class is: 5.